Dataset: Reaction yield outcomes from USPTO patents with 853,638 reactions. Task: Predict the reaction yield, written as a fraction of the theoretical maximum amount of product (1.0 means a 100% yield; for example, 0.34 means a 34% yield). (1) The reactants are [O:1]=[C:2]1[NH:10]/[C:9](=[N:11]\[NH:12][C:13](=O)[CH2:14][CH2:15][C:16]2[O:17][C:18]([C:21]3[CH:26]=[CH:25][CH:24]=[CH:23][CH:22]=3)=[N:19][N:20]=2)/[N:8]([CH2:28][CH2:29][CH2:30][CH2:31][CH3:32])[C:7]2[N:6]=[CH:5][NH:4][C:3]1=2. The catalyst is C1(C)C=CC=CC=1. The product is [CH2:28]([N:8]1[C:7]2[N:6]=[CH:5][NH:4][C:3]=2[C:2](=[O:1])[N:10]2[C:13]([CH2:14][CH2:15][C:16]3[O:17][C:18]([C:21]4[CH:26]=[CH:25][CH:24]=[CH:23][CH:22]=4)=[N:19][N:20]=3)=[N:12][N:11]=[C:9]12)[CH2:29][CH2:30][CH2:31][CH3:32]. The yield is 0.667. (2) The reactants are [CH3:1][O:2][C:3]([C:5]1[C:13]2[NH:12][C:11]([C:14]3[C:15](=[O:21])[NH:16][CH:17]=[CH:18][C:19]=3Cl)=[N:10][C:9]=2[CH:8]=[CH:7][CH:6]=1)=[O:4].[NH2:22][CH2:23][C@H:24]([C:26]1[CH:31]=[CH:30][CH:29]=[CH:28][CH:27]=1)[OH:25].CN1CCOCC1.CN(C=O)C. The catalyst is O. The product is [CH3:1][O:2][C:3]([C:5]1[C:13]2[NH:12][C:11]([C:14]3[C:15](=[O:21])[NH:16][CH:17]=[CH:18][C:19]=3[NH:22][CH2:23][C@@H:24]([OH:25])[C:26]3[CH:31]=[CH:30][CH:29]=[CH:28][CH:27]=3)=[N:10][C:9]=2[CH:8]=[CH:7][CH:6]=1)=[O:4]. The yield is 0.718. (3) The reactants are [CH2:1]([O:3][C:4]([C:6]1[NH:7][CH:8]=[C:9]([CH2:11][NH:12][C:13]2[CH:18]=[CH:17][C:16]([Cl:19])=[CH:15][CH:14]=2)[CH:10]=1)=[O:5])[CH3:2].C(N(CC)C(C)C)(C)C.[C:29](Cl)(=[O:31])[CH3:30]. The catalyst is C(Cl)Cl. The product is [CH2:1]([O:3][C:4]([C:6]1[NH:7][CH:8]=[C:9]([CH2:11][N:12]([C:29](=[O:31])[CH3:30])[C:13]2[CH:14]=[CH:15][C:16]([Cl:19])=[CH:17][CH:18]=2)[CH:10]=1)=[O:5])[CH3:2]. The yield is 0.820. (4) The reactants are [Cl:1][C:2]1[N:3]=[CH:4][C:5]([C:8]([OH:10])=O)=[N:6][CH:7]=1.C1C=CC2N(O)N=[N:17][C:15]=2C=1.O.CCN=C=NCCCN(C)C.Cl.CN1CCOCC1.CN.CO. The catalyst is CN(C)C=O.O. The product is [Cl:1][C:2]1[N:3]=[CH:4][C:5]([C:8]([NH:17][CH3:15])=[O:10])=[N:6][CH:7]=1. The yield is 0.270. (5) The reactants are [F:1][C:2]([F:11])([F:10])[CH2:3][CH2:4][C:5]1[NH:6][CH:7]=[CH:8][CH:9]=1.ClC(Cl)(Cl)C(Cl)=O.[OH-].[Li+].C(O)(=O)CC(CC(O)=O)([C:25]([OH:27])=[O:26])O. The catalyst is C(OCC)C. The product is [F:11][C:2]([F:1])([F:10])[CH2:3][CH2:4][C:5]1[NH:6][C:7]([C:25]([OH:27])=[O:26])=[CH:8][CH:9]=1. The yield is 0.680.